This data is from Merck oncology drug combination screen with 23,052 pairs across 39 cell lines. The task is: Regression. Given two drug SMILES strings and cell line genomic features, predict the synergy score measuring deviation from expected non-interaction effect. (1) Drug 1: NC(=O)c1cccc2cn(-c3ccc(C4CCCNC4)cc3)nc12. Drug 2: CCc1c2c(nc3ccc(O)cc13)-c1cc3c(c(=O)n1C2)COC(=O)C3(O)CC. Cell line: SW837. Synergy scores: synergy=2.56. (2) Drug 1: CC(C)CC(NC(=O)C(Cc1ccccc1)NC(=O)c1cnccn1)B(O)O. Drug 2: CNC(=O)c1cc(Oc2ccc(NC(=O)Nc3ccc(Cl)c(C(F)(F)F)c3)cc2)ccn1. Cell line: SW620. Synergy scores: synergy=4.10. (3) Drug 1: COc1cccc2c1C(=O)c1c(O)c3c(c(O)c1C2=O)CC(O)(C(=O)CO)CC3OC1CC(N)C(O)C(C)O1. Drug 2: C=CCn1c(=O)c2cnc(Nc3ccc(N4CCN(C)CC4)cc3)nc2n1-c1cccc(C(C)(C)O)n1. Cell line: UWB1289. Synergy scores: synergy=51.7. (4) Synergy scores: synergy=6.52. Drug 1: O=P1(N(CCCl)CCCl)NCCCO1. Cell line: NCIH520. Drug 2: O=C(NOCC(O)CO)c1ccc(F)c(F)c1Nc1ccc(I)cc1F.